Predict the reaction yield, written as a fraction of the theoretical maximum amount of product (1.0 means a 100% yield; for example, 0.34 means a 34% yield). From a dataset of Reaction yield outcomes from USPTO patents with 853,638 reactions. (1) The reactants are [CH:1]([P:3](=[O:10])([O:7][CH2:8][CH3:9])[O:4][CH2:5][CH3:6])=[CH2:2].CO[CH2:13][N:14]([CH2:20][C:21]1[CH:26]=[CH:25][CH:24]=[CH:23][CH:22]=1)[CH2:15][Si](C)(C)C. The catalyst is C(Cl)Cl. The product is [CH2:20]([N:14]1[CH2:13][CH2:2][CH:1]([P:3](=[O:10])([O:7][CH2:8][CH3:9])[O:4][CH2:5][CH3:6])[CH2:15]1)[C:21]1[CH:22]=[CH:23][CH:24]=[CH:25][CH:26]=1. The yield is 0.870. (2) The reactants are [Br:1][C:2]1[CH:17]=[CH:16][C:5]2[N:6]([C:9]3[CH:10]=[C:11]([CH:13]=[CH:14][CH:15]=3)[NH2:12])[CH:7]=[N:8][C:4]=2[CH:3]=1.Cl[C:19](OC1C=CC([N+]([O-])=O)=CC=1)=[O:20].C(N(CC)CC)C.[F:38][C:39]([F:43])([F:42])[CH2:40][NH2:41]. The catalyst is O1CCCC1.CN(C)C1C=CN=CC=1. The product is [Br:1][C:2]1[CH:17]=[CH:16][C:5]2[N:6]([C:9]3[CH:10]=[C:11]([NH:12][C:19]([NH:41][CH2:40][C:39]([F:43])([F:42])[F:38])=[O:20])[CH:13]=[CH:14][CH:15]=3)[CH:7]=[N:8][C:4]=2[CH:3]=1. The yield is 0.560. (3) The reactants are FC(F)(F)C([NH:5][CH2:6][C:7]1[CH:12]=[CH:11][C:10]([OH:13])=[CH:9][CH:8]=1)=O.Br[C:17]1[CH:18]=[C:19]([CH:22]=[CH:23][CH:24]=1)[C:20]#[N:21].[OH-].[Na+].[Cl-].[Na+]. The catalyst is CO.C(Cl)Cl. The product is [NH2:5][CH2:6][C:7]1[CH:8]=[CH:9][C:10]([O:13][C:17]2[CH:18]=[C:19]([CH:22]=[CH:23][CH:24]=2)[C:20]#[N:21])=[CH:11][CH:12]=1. The yield is 0.620.